Dataset: Full USPTO retrosynthesis dataset with 1.9M reactions from patents (1976-2016). Task: Predict the reactants needed to synthesize the given product. (1) Given the product [CH3:10][C:2]1[CH:7]=[CH:6][C:5]2[NH:8][C:19]3[CH2:20][CH2:21][N:16]([C:11]([O:13][CH2:14][CH3:15])=[O:12])[CH2:17][C:18]=3[C:4]=2[CH:3]=1, predict the reactants needed to synthesize it. The reactants are: Cl.[C:2]1([CH3:10])[CH:7]=[CH:6][C:5]([NH:8]N)=[CH:4][CH:3]=1.[C:11]([N:16]1[CH2:21][CH2:20][C:19](=O)[CH2:18][CH2:17]1)([O:13][CH2:14][CH3:15])=[O:12]. (2) Given the product [C:57]([C:31]1[CH:32]=[C:33]([NH:36][C:37]2[N:42]=[C:41]([NH:43][C:44]3[CH:49]=[CH:48][C:47]([O:50][CH3:51])=[C:46]([C:52]([OH:54])=[O:53])[CH:45]=3)[C:40]([F:56])=[CH:39][N:38]=2)[CH:34]=[CH:35][C:30]=1[O:29][CH3:28])([OH:59])=[O:58], predict the reactants needed to synthesize it. The reactants are: C(C1C=C(NC2N=C(NC3C=CC=C(C(O)=O)C=3)C(F)=CN=2)C=CC=1)(O)=O.[CH3:28][O:29][C:30]1[CH:35]=[CH:34][C:33]([NH:36][C:37]2[N:42]=[C:41]([NH:43][C:44]3[CH:49]=[CH:48][C:47]([O:50][CH3:51])=[C:46]([C:52]([O:54]C)=[O:53])[CH:45]=3)[C:40]([F:56])=[CH:39][N:38]=2)=[CH:32][C:31]=1[C:57]([O:59]C)=[O:58].[OH-].[Na+]. (3) Given the product [NH2:9][C:10]1[CH:11]=[C:12]([CH:17]=[CH:18][C:19]=1[F:20])[C:13]([NH:8][CH2:7][CH2:6][O:5][C:1]([CH3:4])([CH3:3])[CH3:2])=[O:14], predict the reactants needed to synthesize it. The reactants are: [C:1]([O:5][CH2:6][CH2:7][NH2:8])([CH3:4])([CH3:3])[CH3:2].[NH2:9][C:10]1[CH:11]=[C:12]([CH:17]=[CH:18][C:19]=1[F:20])[C:13](OC)=[O:14].